Dataset: Reaction yield outcomes from USPTO patents with 853,638 reactions. Task: Predict the reaction yield, written as a fraction of the theoretical maximum amount of product (1.0 means a 100% yield; for example, 0.34 means a 34% yield). (1) The reactants are [C:1](Cl)(=[O:4])[CH:2]=[CH2:3].[CH3:6][N:7]1[C:11]2=[N:12][CH:13]=[CH:14][CH:15]=[C:10]2[C:9](CNC)=[CH:8]1.[CH2:19]([N:21](CC)[CH2:22]C)C. The catalyst is C(Cl)Cl. The product is [CH3:19][N:21]([CH2:22][C:8]1[N:7]([CH3:6])[C:11]2=[N:12][CH:13]=[CH:14][CH:15]=[C:10]2[CH:9]=1)[C:1](=[O:4])[CH:2]=[CH2:3]. The yield is 0.800. (2) The reactants are [CH3:1][S:2][C:3]1[C:4]([C:8]2[CH:9]=[N:10][CH:11]=[CH:12][CH:13]=2)=[N:5][NH:6][CH:7]=1.[CH2:14]([O:16][CH2:17]CSS[CH2:15][CH2:14][O:16][CH2:17]C)[CH3:15].IC1C(C2C=NC=CC=2)=NNC=1. The catalyst is C(OCC)(=O)C. The product is [CH2:14]([O:16][CH2:17][CH2:1][S:2][C:3]1[C:4]([C:8]2[CH:9]=[N:10][CH:11]=[CH:12][CH:13]=2)=[N:5][NH:6][CH:7]=1)[CH3:15]. The yield is 0.280.